From a dataset of Forward reaction prediction with 1.9M reactions from USPTO patents (1976-2016). Predict the product of the given reaction. (1) Given the reactants [Al+3].[Cl-].[Cl-].[Cl-].[Br:5][C:6]1[CH:7]=[C:8]([CH:29]=[CH:30][C:31]=1[Cl:32])[CH2:9][N:10](S(C1C=CC(C)=CC=1)(=O)=O)[CH2:11][CH:12](OCC)OCC, predict the reaction product. The product is: [Br:5][C:6]1[CH:7]=[C:8]2[C:29]([CH:12]=[CH:11][N:10]=[CH:9]2)=[CH:30][C:31]=1[Cl:32]. (2) Given the reactants [C:1]([C:4]1[CH:23]=[CH:22][C:7]([NH:8][C:9]2[CH:14]=[CH:13][CH:12]=[C:11]([C:15]3[CH2:20][N:19]([CH3:21])[CH2:18][CH2:17][CH:16]=3)[CH:10]=2)=[C:6]([N+:24]([O-])=O)[CH:5]=1)(=[O:3])[CH3:2].[CH2:27](O)C, predict the reaction product. The product is: [C:1]([C:4]1[CH:23]=[CH:22][C:7]2[N:8]([C:9]3[CH:14]=[CH:13][CH:12]=[C:11]([CH:15]4[CH2:16][CH2:17][CH2:18][N:19]([CH3:21])[CH2:20]4)[CH:10]=3)[CH:27]=[N:24][C:6]=2[CH:5]=1)(=[O:3])[CH3:2]. (3) Given the reactants [CH3:1][O:2][C:3](=[O:23])[CH2:4][NH:5][C:6]([C:8]1[C:13]([OH:14])=[CH:12][C:11](OS(C(F)(F)F)(=O)=O)=[CH:10][N:9]=1)=[O:7].[Cl:24][C:25]1[CH:26]=[C:27](B(O)O)[CH:28]=[CH:29][CH:30]=1.[O-]P([O-])([O-])=O.[K+].[K+].[K+], predict the reaction product. The product is: [CH3:1][O:2][C:3](=[O:23])[CH2:4][NH:5][C:6]([C:8]1[C:13]([OH:14])=[CH:12][C:11]([C:29]2[CH:28]=[CH:27][CH:26]=[C:25]([Cl:24])[CH:30]=2)=[CH:10][N:9]=1)=[O:7]. (4) Given the reactants [CH3:1][C:2]([CH3:40])([CH3:39])[C:3]([C:5]1[C:13]2[C:8](=[N:9][CH:10]=[C:11]([C:14]3[CH:15]=[C:16]([CH:23]=[C:24]([N:26]4[CH2:30][CH2:29][CH2:28][CH2:27]4)[CH:25]=3)[C:17]([NH:19][CH2:20][CH2:21][OH:22])=[O:18])[N:12]=2)[N:7](COCC[Si](C)(C)C)[CH:6]=1)=[O:4], predict the reaction product. The product is: [CH3:1][C:2]([CH3:40])([CH3:39])[C:3]([C:5]1[C:13]2[C:8](=[N:9][CH:10]=[C:11]([C:14]3[CH:15]=[C:16]([CH:23]=[C:24]([N:26]4[CH2:30][CH2:29][CH2:28][CH2:27]4)[CH:25]=3)[C:17]([NH:19][CH2:20][CH2:21][OH:22])=[O:18])[N:12]=2)[NH:7][CH:6]=1)=[O:4]. (5) Given the reactants Cl.[NH2:2][C@H:3]1[CH2:7][C@@H:6]([N:8]2[CH:16]=[N:15][C:14]3[C:9]2=[N:10][C:11]([Cl:32])=[N:12][C:13]=3[NH:17][CH2:18][CH:19]([C:26]2[CH:31]=[CH:30][CH:29]=[CH:28][CH:27]=2)[C:20]2[CH:25]=[CH:24][CH:23]=[CH:22][CH:21]=2)[C@H:5]([OH:33])[C@@H:4]1[OH:34].C(N(C(C)C)CC)(C)C.[CH:44]1([C:47](Cl)=[O:48])[CH2:46][CH2:45]1, predict the reaction product. The product is: [Cl:32][C:11]1[N:10]=[C:9]2[C:14]([N:15]=[CH:16][N:8]2[C@@H:6]2[CH2:7][C@H:3]([NH:2][C:47]([CH:44]3[CH2:46][CH2:45]3)=[O:48])[C@@H:4]([OH:34])[C@H:5]2[OH:33])=[C:13]([NH:17][CH2:18][CH:19]([C:26]2[CH:27]=[CH:28][CH:29]=[CH:30][CH:31]=2)[C:20]2[CH:25]=[CH:24][CH:23]=[CH:22][CH:21]=2)[N:12]=1. (6) The product is: [Cl:20][C:2]1[CH:3]=[C:4]([CH:7]=[C:8]([CH3:19])[C:9]=1[O:10][CH2:11][CH:12]([O:16][CH2:17][CH3:18])[O:13][CH2:14][CH3:15])[C:5](=[NH:6])[NH:21][OH:22]. Given the reactants Cl[C:2]1[CH:3]=[C:4]([CH:7]=[C:8]([CH3:19])[C:9]=1[O:10][CH2:11][CH:12]([O:16][CH2:17][CH3:18])[O:13][CH2:14][CH3:15])[C:5]#[N:6].[ClH:20].[NH2:21][OH:22].C([O-])(O)=O.[Na+], predict the reaction product. (7) Given the reactants [CH2:1]([N:8]1[CH2:14][C@H:13]([NH:15][C:16](=[O:28])[C@@H:17]([N:19](C)[C:20](=O)OC(C)(C)C)[CH3:18])[C:12](=[O:29])[N:11]([CH2:30][C:31]2[C:40]3[C:35](=[CH:36][C:37]([Br:41])=[CH:38][CH:39]=3)[CH:34]=[CH:33][C:32]=2[O:42][CH3:43])[C:10]2[CH:44]=[CH:45][CH:46]=[CH:47][C:9]1=2)[C:2]1[CH:7]=[CH:6][CH:5]=[CH:4][CH:3]=1.[C:48]([OH:54])([C:50]([F:53])([F:52])[F:51])=[O:49], predict the reaction product. The product is: [F:51][C:50]([F:53])([F:52])[C:48]([OH:54])=[O:49].[CH2:1]([N:8]1[CH2:14][C@H:13]([NH:15][C:16](=[O:28])[C@@H:17]([NH:19][CH3:20])[CH3:18])[C:12](=[O:29])[N:11]([CH2:30][C:31]2[C:40]3[C:35](=[CH:36][C:37]([Br:41])=[CH:38][CH:39]=3)[CH:34]=[CH:33][C:32]=2[O:42][CH3:43])[C:10]2[CH:44]=[CH:45][CH:46]=[CH:47][C:9]1=2)[C:2]1[CH:7]=[CH:6][CH:5]=[CH:4][CH:3]=1. (8) The product is: [CH2:72]([N:73]([CH2:68][CH3:69])[C:17]([C:9]1[CH:10]=[CH:11][C:12]2[C:13](=[O:16])[C:14]3[C:5]([O:6][C:7]=2[CH:8]=1)=[CH:4][CH:3]=[C:2]([F:1])[CH:15]=3)=[O:19])[CH3:71]. Given the reactants [F:1][C:2]1[CH:15]=[C:14]2[C:5]([O:6][C:7]3[CH:8]=[C:9]([C:17]([OH:19])=O)[CH:10]=[CH:11][C:12]=3[C:13]2=[O:16])=[CH:4][CH:3]=1.COC1C=CC=C2C=1OC1C=C(C(O)=O)C=CC=1C2=O.BrC1C=CC=C2C=1OC1C=C(C(O)=O)C=CC=1C2=O.CN(C(ON1N=N[C:69]2C=[CH:71][CH:72]=[N:73][C:68]1=2)=[N+](C)C)C.F[P-](F)(F)(F)(F)F.CN(C(ON1N=NC2C=CC=CC1=2)=[N+](C)C)C.F[P-](F)(F)(F)(F)F, predict the reaction product.